This data is from Catalyst prediction with 721,799 reactions and 888 catalyst types from USPTO. The task is: Predict which catalyst facilitates the given reaction. (1) Reactant: [NH2:1][C:2]1[S:3][CH:4]=[CH:5][C:6]=1[C:7]([C:9]1[CH:14]=[CH:13][CH:12]=[CH:11][CH:10]=1)=[O:8].[Br:15]N1C(=O)CCC1=O.[C:23]([O:26]C(=O)C)(=O)[CH3:24].CCN(CC)CC. The catalyst class is: 142. Product: [C:7]([C:6]1[CH:5]=[C:4]([Br:15])[S:3][C:2]=1[NH:1][C:23](=[O:26])[CH3:24])(=[O:8])[C:9]1[CH:10]=[CH:11][CH:12]=[CH:13][CH:14]=1. (2) Reactant: Cl.[CH3:2][S:3]([NH:6][CH2:7][C:8]1[CH:9]=[C:10]([CH:14]=[CH:15][C:16]=1[O:17][CH2:18][CH2:19][N:20]1[CH2:25][CH2:24][O:23][CH2:22][CH2:21]1)[C:11]([OH:13])=[O:12])(=[O:5])=[O:4].C1N=CN(C(N2C=NC=C2)=O)C=1.[CH2:38](O)[CH:39]=[CH2:40]. Product: [CH3:2][S:3]([NH:6][CH2:7][C:8]1[CH:9]=[C:10]([CH:14]=[CH:15][C:16]=1[O:17][CH2:18][CH2:19][N:20]1[CH2:21][CH2:22][O:23][CH2:24][CH2:25]1)[C:11]([O:13][CH2:40][CH:39]=[CH2:38])=[O:12])(=[O:4])=[O:5]. The catalyst class is: 115. (3) Reactant: [CH:1]1([CH2:4][CH2:5][NH:6][C:7]2[N:15]=[C:14]3[C:10]([N:11]=[CH:12][N:13]3[CH:16]3[CH2:21][CH2:20][CH2:19][CH2:18][O:17]3)=[C:9]([NH2:22])[N:8]=2)[CH2:3][CH2:2]1.[Br:23]N1C(=O)CCC1=O. Product: [Br:23][C:12]1[N:13]([CH:16]2[CH2:21][CH2:20][CH2:19][CH2:18][O:17]2)[C:14]2[C:10]([N:11]=1)=[C:9]([NH2:22])[N:8]=[C:7]([NH:6][CH2:5][CH2:4][CH:1]1[CH2:2][CH2:3]1)[N:15]=2. The catalyst class is: 452.